From a dataset of Full USPTO retrosynthesis dataset with 1.9M reactions from patents (1976-2016). Predict the reactants needed to synthesize the given product. (1) The reactants are: [F:1][C:2]1[C:7](B(O)O)=[CH:6][CH:5]=[CH:4][N:3]=1.Br[C:12]1[CH:13]=[C:14]([C:18]2([C:29]3[CH:34]=[CH:33][N:32]=[CH:31][CH:30]=3)[C:26]3[C:21](=[CH:22][CH:23]=[C:24]([F:27])[CH:25]=3)[C:20]([NH2:28])=[N:19]2)[CH:15]=[CH:16][CH:17]=1. Given the product [F:27][C:24]1[CH:25]=[C:26]2[C:21]([C:20]([NH2:28])=[N:19][C:18]2([C:14]2[CH:15]=[CH:16][CH:17]=[C:12]([C:7]3[C:2]([F:1])=[N:3][CH:4]=[CH:5][CH:6]=3)[CH:13]=2)[C:29]2[CH:34]=[CH:33][N:32]=[CH:31][CH:30]=2)=[CH:22][CH:23]=1, predict the reactants needed to synthesize it. (2) The reactants are: [N+:1]([C:4]1[C:5]([CH:15]=O)=[N:6][N:7]([CH:9]2[CH2:14][CH2:13][CH2:12][CH2:11][O:10]2)[CH:8]=1)([O-:3])=[O:2].[F:17][C:18]1[CH:19]=[C:20]([NH2:33])[C:21]([NH2:32])=[CH:22][C:23]=1[N:24]1[CH2:30][CH2:29][CH2:28][N:27]([CH3:31])[CH2:26][CH2:25]1. Given the product [F:17][C:18]1[C:23]([N:24]2[CH2:30][CH2:29][CH2:28][N:27]([CH3:31])[CH2:26][CH2:25]2)=[CH:22][C:21]2[NH:32][C:15]([C:5]3[C:4]([N+:1]([O-:3])=[O:2])=[CH:8][N:7]([CH:9]4[CH2:14][CH2:13][CH2:12][CH2:11][O:10]4)[N:6]=3)=[N:33][C:20]=2[CH:19]=1, predict the reactants needed to synthesize it. (3) Given the product [Cl:1][C:2]1[CH:7]=[CH:6][C:5]([S:8][CH2:9][C:10]2[CH:11]=[N:12][NH:13][C:14](=[O:16])[CH:15]=2)=[CH:4][CH:3]=1, predict the reactants needed to synthesize it. The reactants are: [Cl:1][C:2]1[CH:7]=[CH:6][C:5]([S:8][CH2:9][C:10]2[CH:11]=[N:12][N:13](C(OC(C)(C)C)=O)[C:14](=[O:16])[CH:15]=2)=[CH:4][CH:3]=1.C(O)(C(F)(F)F)=O. (4) Given the product [F:13][CH:2]([F:1])[C:3]1[CH:4]=[CH:5][C:6]([F:12])=[C:7]([CH:11]=1)[C:8]([NH:14][C:15]1[CH:20]=[CH:19][CH:18]=[C:17]([S:21](=[O:23])(=[O:22])[NH2:24])[CH:16]=1)=[O:10], predict the reactants needed to synthesize it. The reactants are: [F:1][CH:2]([F:13])[C:3]1[CH:4]=[CH:5][C:6]([F:12])=[C:7]([CH:11]=1)[C:8]([OH:10])=O.[NH2:14][C:15]1[CH:16]=[C:17]([S:21]([NH2:24])(=[O:23])=[O:22])[CH:18]=[CH:19][CH:20]=1.CN1CCOCC1.CN(C(ON1N=NC2C=CC=NC1=2)=[N+](C)C)C.F[P-](F)(F)(F)(F)F.Cl.